From a dataset of Choline transporter screen with 302,306 compounds. Binary Classification. Given a drug SMILES string, predict its activity (active/inactive) in a high-throughput screening assay against a specified biological target. (1) The molecule is O=c1n(Cc2occc2)cnc2n(c3nc4c(nc3c12)cccc4)c1cc(cc(c1)C)C. The result is 0 (inactive). (2) The molecule is O1c2cc(C(NC(=O)CCc3c(n4nc(cc4nc3C)c3c(OC)cccc3)C)C)ccc2OCC1. The result is 0 (inactive). (3) The compound is Brc1cc(C(=O)Nc2ccc(N3CCN(CC3)C)cc2)ccc1OCC. The result is 0 (inactive). (4) The drug is O=C(N1CCN(CC1)Cc1n(c2c(n1)cc([N+]([O-])=O)cc2)C)C. The result is 0 (inactive).